From a dataset of Reaction yield outcomes from USPTO patents with 853,638 reactions. Predict the reaction yield, written as a fraction of the theoretical maximum amount of product (1.0 means a 100% yield; for example, 0.34 means a 34% yield). (1) The reactants are [S:1]1[C:9]2[C:4](=[N:5][CH:6]=[CH:7][CH:8]=2)[N:3]=[C:2]1[O:10][C:11]1[CH:19]=[C:18]2[C:14]([CH:15]=[C:16]([CH2:20][OH:21])[NH:17]2)=[CH:13][CH:12]=1. The catalyst is C(Cl)(Cl)Cl.O=[Mn]=O. The product is [S:1]1[C:9]2[C:4](=[N:5][CH:6]=[CH:7][CH:8]=2)[N:3]=[C:2]1[O:10][C:11]1[CH:19]=[C:18]2[C:14]([CH:15]=[C:16]([CH:20]=[O:21])[NH:17]2)=[CH:13][CH:12]=1. The yield is 0.160. (2) The reactants are [Cl:1][C:2]1[CH:20]=[CH:19][C:5]([CH2:6][CH:7]2[C:14]3[CH:13]=[C:12]([C:15]([O:17]C)=[O:16])[NH:11][C:10]=3[CH2:9][CH2:8]2)=[CH:4][CH:3]=1.O.[OH-].[Li+]. No catalyst specified. The product is [Cl:1][C:2]1[CH:3]=[CH:4][C:5]([CH2:6][CH:7]2[C:14]3[CH:13]=[C:12]([C:15]([OH:17])=[O:16])[NH:11][C:10]=3[CH2:9][CH2:8]2)=[CH:19][CH:20]=1. The yield is 0.690. (3) The reactants are [F:1][C:2]1[C:3]([C:9]2[CH2:10][CH2:11][N:12]([CH3:15])[CH2:13][CH:14]=2)=[C:4]([NH2:8])[CH:5]=[N:6][CH:7]=1.CCO. The catalyst is CCOC(C)=O.[Pd]. The product is [F:1][C:2]1[C:3]([CH:9]2[CH2:10][CH2:11][N:12]([CH3:15])[CH2:13][CH2:14]2)=[C:4]([NH2:8])[CH:5]=[N:6][CH:7]=1. The yield is 0.950. (4) The catalyst is C1(C)C=CC=CC=1. The reactants are [Cl:1][CH2:2][C:3](=[NH:6])[NH:4][OH:5].C(N(CC)CC)C.[F:14][C:15]1[CH:23]=[CH:22][C:21]([C:24]([F:27])([F:26])[F:25])=[CH:20][C:16]=1[C:17](Cl)=O. The product is [Cl:1][CH2:2][C:3]1[N:6]=[C:17]([C:16]2[CH:20]=[C:21]([C:24]([F:25])([F:27])[F:26])[CH:22]=[CH:23][C:15]=2[F:14])[O:5][N:4]=1. The yield is 0.190. (5) The reactants are [CH2:1]([O:4][C:5]1([CH3:48])[CH2:10][CH2:9][N:8]([C:11]2[N:16]3[N:17]=[C:18]([C:20]4[S:21][C:22]([CH2:25][C:26]5[CH:31]=[CH:30][CH:29]=[C:28]([CH2:32][CH2:33][CH:34]=C)[CH:27]=5)=[CH:23][N:24]=4)[CH:19]=[C:15]3[N:14]=[C:13]([CH3:36])[C:12]=2[C@H:37]([O:43][C:44]([CH3:47])([CH3:46])[CH3:45])[C:38]([O:40][CH2:41][CH3:42])=[O:39])[CH2:7][CH2:6]1)[CH:2]=C. The catalyst is ClCCCl.CC1C=C(C)C(N2C(=[Ru](Cl)(Cl)=CC3C=CC=CC=3OC(C)C)N(C3C(C)=CC(C)=CC=3C)CC2)=C(C)C=1. The product is [C:44]([O:43][C@@H:37]([C:12]1[C:13]([CH3:36])=[N:14][C:15]2=[CH:19][C:18]3=[N:17][N:16]2[C:11]=1[N:8]1[CH2:9][CH2:10][C:5]([CH3:48])([O:4][CH2:1][CH:2]=[CH:34][CH2:33][CH2:32][C:28]2[CH:27]=[C:26]([CH2:25][C:22]4[S:21][C:20]3=[N:24][CH:23]=4)[CH:31]=[CH:30][CH:29]=2)[CH2:6][CH2:7]1)[C:38]([O:40][CH2:41][CH3:42])=[O:39])([CH3:45])([CH3:47])[CH3:46]. The yield is 0.209.